From a dataset of Reaction yield outcomes from USPTO patents with 853,638 reactions. Predict the reaction yield, written as a fraction of the theoretical maximum amount of product (1.0 means a 100% yield; for example, 0.34 means a 34% yield). (1) The reactants are [OH-].[Na+].BrBr.[F:5][C:6]1[CH:28]=[C:27]([F:29])[CH:26]=[CH:25][C:7]=1[O:8][C:9]1[C:10](C(N)=O)=[N:11][CH:12]=[C:13]([S:15][C:16]2[CH:21]=[CH:20][CH:19]=[CH:18][N:17]=2)[CH:14]=1.[Cl-].[NH4+:31]. The catalyst is C(OCC)(=O)C.O1CCOCC1. The product is [NH2:31][C:10]1[C:9]([O:8][C:7]2[CH:25]=[CH:26][C:27]([F:29])=[CH:28][C:6]=2[F:5])=[CH:14][C:13]([S:15][C:16]2[CH:21]=[CH:20][CH:19]=[CH:18][N:17]=2)=[CH:12][N:11]=1. The yield is 0.250. (2) The reactants are [C:1]([C:3]1[N:8]=[C:7]([CH2:9][CH2:10][C:11]([O:13][C:14]([CH3:17])([CH3:16])[CH3:15])=[O:12])[CH:6]=[CH:5][CH:4]=1)#[N:2].[C:18](OC)(=[O:26])[C:19]1[C:20](=[CH:22][CH:23]=[CH:24][CH:25]=1)[SH:21].C(N(CC)CC)C. The catalyst is C1(C)C=CC=CC=1. The product is [O:26]=[C:18]1[C:19]2[CH:25]=[CH:24][CH:23]=[CH:22][C:20]=2[S:21][C:1]([C:3]2[N:8]=[C:7]([CH2:9][CH2:10][C:11]([O:13][C:14]([CH3:17])([CH3:16])[CH3:15])=[O:12])[CH:6]=[CH:5][CH:4]=2)=[N:2]1. The yield is 0.570.